Task: Predict the reactants needed to synthesize the given product.. Dataset: Full USPTO retrosynthesis dataset with 1.9M reactions from patents (1976-2016) (1) Given the product [CH3:28][C:27]([CH3:30])([CH3:29])[CH2:26][N:25]1[C:18]2[N:19]=[C:20]([C:23]#[N:24])[N:21]=[CH:22][C:17]=2[CH:16]=[C:15]1[CH2:14][C:13]1[CH:12]=[CH:11][C:10]([CH2:9][N:1]2[CH:5]=[N:4][CH:3]=[N:2]2)=[CH:32][CH:31]=1, predict the reactants needed to synthesize it. The reactants are: [NH:1]1[CH:5]=[N:4][CH:3]=[N:2]1.[H-].[Na+].Br[CH2:9][C:10]1[CH:32]=[CH:31][C:13]([CH2:14][C:15]2[N:25]([CH2:26][C:27]([CH3:30])([CH3:29])[CH3:28])[C:18]3[N:19]=[C:20]([C:23]#[N:24])[N:21]=[CH:22][C:17]=3[CH:16]=2)=[CH:12][CH:11]=1.C(Cl)Cl. (2) Given the product [CH3:2][C:3]1[N:4]=[C:5]([C@H:8]2[CH2:12][CH2:11][CH2:10][NH:9]2)[O:6][CH:7]=1, predict the reactants needed to synthesize it. The reactants are: Br.[CH3:2][C:3]1[N:4]=[C:5]([C@H:8]2[CH2:12][CH2:11][CH2:10][N:9]2C(OCC2C=CC=CC=2)=O)[O:6][CH:7]=1.CCOCC. (3) Given the product [Cl:1][C:2]1[CH:3]=[C:4]([C:9]2[N:10]=[C:11]([N:21]3[CH2:22][CH2:23][N:24]([CH2:27][CH2:28][CH3:29])[CH2:25][CH2:26]3)[N:12]=[C:13]([N:15]3[CH2:16][CH2:17][CH:41]([C:31]4[C:36]([CH3:37])=[CH:35][C:34]([N+:38]([O-:40])=[O:39])=[CH:33][N:32]=4)[CH2:19][CH2:20]3)[CH:14]=2)[CH:5]=[CH:6][C:7]=1[F:8], predict the reactants needed to synthesize it. The reactants are: [Cl:1][C:2]1[CH:3]=[C:4]([C:9]2[CH:14]=[C:13]([N:15]3[CH2:20][CH2:19]N[CH2:17][CH2:16]3)[N:12]=[C:11]([N:21]3[CH2:26][CH2:25][N:24]([CH2:27][CH2:28][CH3:29])[CH2:23][CH2:22]3)[N:10]=2)[CH:5]=[CH:6][C:7]=1[F:8].Cl[C:31]1[C:36]([CH3:37])=[CH:35][C:34]([N+:38]([O-:40])=[O:39])=[CH:33][N:32]=1.[CH3:41]CN(C(C)C)C(C)C. (4) Given the product [NH2:63]/[C:64](=[CH:65]\[C:66](=[O:76])[CH2:67][NH:68][C:69]([O:70][C:71]([CH3:74])([CH3:73])[CH3:72])=[O:75])/[CH2:77][C@@H:78]1[C@H:81]([NH:82][C:13](=[O:14])/[C:12](=[N:11]\[O:10][C:7]([CH3:9])([CH3:8])[C:6]([O:5][C:1]([CH3:4])([CH3:3])[CH3:2])=[O:29])/[C:16]2[N:17]=[C:18]([NH:21][C:22]([O:24][C:25]([CH3:28])([CH3:27])[CH3:26])=[O:23])[S:19][CH:20]=2)[C:80](=[O:83])[NH:79]1, predict the reactants needed to synthesize it. The reactants are: [C:1]([O:5][C:6](=[O:29])[C:7]([O:10]/[N:11]=[C:12](/[C:16]1[N:17]=[C:18]([NH:21][C:22]([O:24][C:25]([CH3:28])([CH3:27])[CH3:26])=[O:23])[S:19][CH:20]=1)\[C:13](O)=[O:14])([CH3:9])[CH3:8])([CH3:4])([CH3:3])[CH3:2].CN(C(ON1N=NC2C=CC=NC1=2)=[N+](C)C)C.F[P-](F)(F)(F)(F)F.CCN(C(C)C)C(C)C.[NH2:63]/[C:64](/[CH2:77][C@@H:78]1[C@H:81]([NH2:82])[C:80](=[O:83])[NH:79]1)=[CH:65]\[C:66](=[O:76])[CH2:67][NH:68][C:69](=[O:75])[O:70][C:71]([CH3:74])([CH3:73])[CH3:72]. (5) Given the product [Cl:11][C:12]1[C:17]([C:5]2[CH:6]=[CH:7][C:2]([F:1])=[CH:3][CH:4]=2)=[CH:16][C:15]([OH:18])=[CH:14][CH:13]=1, predict the reactants needed to synthesize it. The reactants are: [F:1][C:2]1[CH:7]=[CH:6][C:5](B(O)O)=[CH:4][CH:3]=1.[Cl:11][C:12]1[CH:17]=[CH:16][C:15]([OH:18])=[CH:14][C:13]=1I.C(=O)([O-])[O-].[Cs+].[Cs+]. (6) Given the product [CH:20]1([NH:23][CH2:24][C@@H:25]2[C@H:29]([F:30])[CH2:28][N:27]([C:11]3[CH:10]=[C:9]4[C:4]([C:5](=[O:19])[C:6]([C:16]([OH:18])=[O:17])=[CH:7][N:8]4[CH2:13][CH2:14][F:15])=[CH:3][C:2]=3[F:1])[CH2:26]2)[CH2:22][CH2:21]1, predict the reactants needed to synthesize it. The reactants are: [F:1][C:2]1[CH:3]=[C:4]2[C:9](=[CH:10][C:11]=1F)[N:8]([CH2:13][CH2:14][F:15])[CH:7]=[C:6]([C:16]([OH:18])=[O:17])[C:5]2=[O:19].[CH:20]1([NH:23][CH2:24][C@@H:25]2[C@H:29]([F:30])[CH2:28][NH:27][CH2:26]2)[CH2:22][CH2:21]1. (7) The reactants are: C([O-])([O-])=O.[K+].[K+].[C:7]([NH:14][CH:15]([CH2:18][OH:19])[CH2:16][OH:17])([O:9][C:10]([CH3:13])([CH3:12])[CH3:11])=[O:8].[N+]([C:23]1[CH:30]=[CH:29][CH:28]=[C:25]([C:26]#[N:27])[C:24]=1[C:31]#[N:32])([O-])=O. Given the product [C:31](#[N:32])[C:24]1[C:25](=[CH:28][CH:29]=[CH:30][CH:23]=1)[C:26]#[N:27].[C:31](#[N:32])[C:24]1[C:25](=[CH:28][CH:29]=[CH:30][CH:23]=1)[C:26]#[N:27].[C:7]([NH:14][CH:15]([CH2:16][OH:17])[CH2:18][OH:19])([O:9][C:10]([CH3:12])([CH3:13])[CH3:11])=[O:8], predict the reactants needed to synthesize it. (8) Given the product [CH3:1][O:2][C:3]([CH:5]1[CH2:10][NH:9][CH2:8][CH2:7][N:6]1[C:28]([O:30][C:31]([CH3:34])([CH3:33])[CH3:32])=[O:29])=[O:4], predict the reactants needed to synthesize it. The reactants are: [CH3:1][O:2][C:3]([CH:5]1[CH2:10][N:9](C(OCC2C3C=CC=CC=3C3C2=CC=CC=3)=O)[CH2:8][CH2:7][N:6]1[C:28]([O:30][C:31]([CH3:34])([CH3:33])[CH3:32])=[O:29])=[O:4].C(NCC)C. (9) Given the product [CH2:18]([CH:13]([CH2:14][CH2:15][CH2:16][CH3:17])[CH2:12][C:11]1([CH2:20][CH2:21][CH2:22][CH2:23][CH2:24][CH2:25][CH2:26][CH3:27])[C:33]2[CH:32]=[CH:31][S:30][C:29]=2[C:7]2[S:6][CH:10]=[CH:9][C:8]1=2)[CH3:19], predict the reactants needed to synthesize it. The reactants are: OS(O)(=O)=O.[S:6]1[CH:10]=[CH:9][C:8]([C:11](O)([CH2:20][CH2:21][CH2:22][CH2:23][CH2:24][CH2:25][CH2:26][CH3:27])[CH2:12][CH:13]([CH2:18][CH3:19])[CH2:14][CH2:15][CH2:16][CH3:17])=[C:7]1[C:29]1[S:30][CH:31]=[CH:32][CH:33]=1.C(Cl)Cl.